From a dataset of Full USPTO retrosynthesis dataset with 1.9M reactions from patents (1976-2016). Predict the reactants needed to synthesize the given product. Given the product [Br:1][C:2]1[CH:3]=[CH:4][C:5]2[N:9]=[C:8]([NH:10][C:18](=[O:20])[CH3:19])[NH:7][C:6]=2[CH:11]=1, predict the reactants needed to synthesize it. The reactants are: [Br:1][C:2]1[CH:3]=[CH:4][C:5]2[N:9]=[C:8]([NH2:10])[NH:7][C:6]=2[CH:11]=1.N1C=CC=CC=1.[C:18](OC(=O)C)(=[O:20])[CH3:19].